From a dataset of Full USPTO retrosynthesis dataset with 1.9M reactions from patents (1976-2016). Predict the reactants needed to synthesize the given product. (1) Given the product [CH3:23][N:7]1[S:8](=[O:19])(=[O:20])[C:9]2[C:14](=[CH:13][CH:12]=[CH:11][CH:10]=2)[C:15]2[C:6]1=[C:5]1[C:18](=[CH:17][CH:16]=2)[CH:1]=[CH:2][CH:3]=[N:4]1, predict the reactants needed to synthesize it. The reactants are: [CH:1]1[C:18]2[C:5](=[C:6]3[C:15](=[CH:16][CH:17]=2)[C:14]2[C:9](=[CH:10][CH:11]=[CH:12][CH:13]=2)[S:8](=[O:20])(=[O:19])[NH:7]3)[N:4]=[CH:3][CH:2]=1.[H-].[Na+].[CH3:23]I. (2) The reactants are: [O:1]1[CH2:6][CH2:5][CH2:4][CH2:3][CH:2]1[O:7][C:8]1[CH:9]=[C:10]([CH:13]=[CH:14][CH:15]=1)[CH:11]=O.Cl.[NH2:17][CH2:18][C:19]([O:21][CH2:22][CH3:23])=[O:20].CCN(CC)CC.[BH4-].[Na+]. Given the product [O:1]1[CH2:6][CH2:5][CH2:4][CH2:3][CH:2]1[O:7][C:8]1[CH:9]=[C:10]([CH:13]=[CH:14][CH:15]=1)[CH2:11][NH:17][CH2:18][C:19]([O:21][CH2:22][CH3:23])=[O:20], predict the reactants needed to synthesize it. (3) Given the product [CH3:33][O:32][C:30]1[CH:29]=[C:28]([CH2:34][O:35][C:36]2[CH:37]=[C:38]([NH:41][C:17]([C:15]3[S:16][C:12]([N:8]4[CH2:9][CH2:10][NH:11][C:6]([CH3:5])([CH3:22])[CH2:7]4)=[CH:13][CH:14]=3)=[O:19])[NH:39][N:40]=2)[CH:27]=[C:26]([O:25][CH3:24])[CH:31]=1, predict the reactants needed to synthesize it. The reactants are: C[Al](C)C.[CH3:5][C:6]1([CH3:22])[NH:11][CH2:10][CH2:9][N:8]([C:12]2[S:16][C:15]([C:17]([O:19]CC)=O)=[CH:14][CH:13]=2)[CH2:7]1.Cl.[CH3:24][O:25][C:26]1[CH:27]=[C:28]([CH2:34][O:35][C:36]2[CH:37]=[C:38]([NH2:41])[NH:39][N:40]=2)[CH:29]=[C:30]([O:32][CH3:33])[CH:31]=1.C(C(C(C([O-])=O)O)O)([O-])=O.[Na+].[K+]. (4) Given the product [CH2:1]([O:3][C:4]([C:6]1[CH:7]=[C:8]2[N:13]([C:14]=1[C:15]1[CH:16]=[N:17][CH:18]=[CH:19][CH:20]=1)[CH:12]=[CH:11][C:10]([CH2:21][N:22]1[CH:29]=[C:28]([C:27]([OH:32])([C:26]([F:34])([F:33])[F:25])[CH2:30][CH3:31])[N:24]=[N:23]1)=[CH:9]2)=[O:5])[CH3:2], predict the reactants needed to synthesize it. The reactants are: [CH2:1]([O:3][C:4]([C:6]1[CH:7]=[C:8]2[N:13]([C:14]=1[C:15]1[CH:16]=[N:17][CH:18]=[CH:19][CH:20]=1)[CH:12]=[CH:11][C:10]([CH2:21][N:22]=[N+:23]=[N-:24])=[CH:9]2)=[O:5])[CH3:2].[F:25][C:26]([F:34])([F:33])[C:27]([OH:32])([CH2:30][CH3:31])[C:28]#[CH:29]. (5) Given the product [CH3:17][S:18]([O:9][CH2:8][CH2:7][CH2:6][O:5][CH3:4])(=[O:20])=[O:19], predict the reactants needed to synthesize it. The reactants are: ClCCl.[CH3:4][O:5][CH2:6][CH2:7][CH2:8][OH:9].C(N(CC)CC)C.[CH3:17][S:18](Cl)(=[O:20])=[O:19]. (6) Given the product [CH2:11]([C:2]1([CH3:1])[O:6][CH:5]([C:7]([OH:10])([CH3:9])[CH3:8])[CH2:4][CH2:3]1)[CH3:12], predict the reactants needed to synthesize it. The reactants are: [CH3:1][C:2]1([CH:11]=[CH2:12])[O:6][CH:5]([C:7]([OH:10])([CH3:9])[CH3:8])[CH2:4][CH2:3]1. (7) The reactants are: [O:1]=[C:2]1[CH2:6][CH2:5][C@@H:4]([C:7]([O:9][CH2:10][C:11]2[CH:16]=[CH:15][CH:14]=[CH:13][CH:12]=2)=[O:8])[CH2:3]1.[Cl-].[NH4+].Br[CH2:20][CH:21]=[CH2:22]. Given the product [CH2:22]([C:2]1([OH:1])[CH2:6][CH2:5][C@@H:4]([C:7]([O:9][CH2:10][C:11]2[CH:12]=[CH:13][CH:14]=[CH:15][CH:16]=2)=[O:8])[CH2:3]1)[CH:21]=[CH2:20], predict the reactants needed to synthesize it. (8) Given the product [C:23]([O:22][C:20](=[O:21])[N:9]([CH2:8][C:4]1[CH:5]=[N:6][CH:7]=[C:2]([Br:1])[C:3]=1[CH3:11])[CH3:10])([CH3:24])([CH3:25])[CH3:26], predict the reactants needed to synthesize it. The reactants are: [Br:1][C:2]1[C:3]([CH3:11])=[C:4]([CH2:8][NH:9][CH3:10])[CH:5]=[N:6][CH:7]=1.[C:20](O[C:20]([O:22][C:23]([CH3:26])([CH3:25])[CH3:24])=[O:21])([O:22][C:23]([CH3:26])([CH3:25])[CH3:24])=[O:21].[OH-].[Na+]. (9) Given the product [Cl:20][C:21]1[CH:26]=[CH:25][C:24]([C:27]2[CH2:32][CH2:31][N:30]([CH2:6][CH2:7][CH2:8][CH2:9][CH:10]3[C:18]4[C:13](=[CH:14][CH:15]=[CH:16][CH:17]=4)[NH:12][C:11]3=[O:19])[CH2:29][CH:28]=2)=[CH:23][CH:22]=1, predict the reactants needed to synthesize it. The reactants are: S(O[CH2:6][CH2:7][CH2:8][CH2:9][CH:10]1[C:18]2[C:13](=[CH:14][CH:15]=[CH:16][CH:17]=2)[NH:12][C:11]1=[O:19])(C)(=O)=O.[Cl:20][C:21]1[CH:26]=[CH:25][C:24]([C:27]2[CH2:28][CH2:29][NH:30][CH2:31][CH:32]=2)=[CH:23][CH:22]=1. (10) Given the product [CH:34]1([C:33]2[CH:32]=[C:31]([CH3:40])[NH:30][C:29](=[O:41])[C:28]=2[CH2:27][NH:26][C:16]([C:6]2[C:7]3[CH:12]=[N:11][N:10]([CH:13]([CH3:14])[CH3:15])[C:8]=3[N:9]=[C:4]([CH:1]3[CH2:2][CH2:3]3)[CH:5]=2)=[O:18])[CH2:35][CH2:36][CH2:37][CH2:38][CH2:39]1, predict the reactants needed to synthesize it. The reactants are: [CH:1]1([C:4]2[CH:5]=[C:6]([C:16]([OH:18])=O)[C:7]3[CH:12]=[N:11][N:10]([CH:13]([CH3:15])[CH3:14])[C:8]=3[N:9]=2)[CH2:3][CH2:2]1.FC(F)(F)C(O)=O.[NH2:26][CH2:27][C:28]1[C:29](=[O:41])[NH:30][C:31]([CH3:40])=[CH:32][C:33]=1[CH:34]1[CH2:39][CH2:38][CH2:37][CH2:36][CH2:35]1.C(Cl)CCl.C1C=NC2N(O)N=NC=2C=1.CN1CCOCC1.